This data is from Forward reaction prediction with 1.9M reactions from USPTO patents (1976-2016). The task is: Predict the product of the given reaction. Given the reactants Cl.[Cl:2][C:3]1[C:8]([Cl:9])=[CH:7][C:6]([NH:10][C:11]2[C:12]3[C:19]4[CH2:20][CH2:21][NH:22][CH2:23][C:18]=4[S:17][C:13]=3[N:14]=[CH:15][N:16]=2)=[CH:5][C:4]=1[OH:24].Br[CH2:26]/[CH:27]=[CH:28]/[C:29]([OH:31])=O.[C:32]([NH:36][CH3:37])([CH3:35])([CH3:34])[CH3:33], predict the reaction product. The product is: [C:32]([N:36]([CH3:37])[CH2:26]/[CH:27]=[CH:28]/[C:29]([N:22]1[CH2:21][CH2:20][C:19]2[C:12]3[C:11]([NH:10][C:6]4[CH:7]=[C:8]([Cl:9])[C:3]([Cl:2])=[C:4]([OH:24])[CH:5]=4)=[N:16][CH:15]=[N:14][C:13]=3[S:17][C:18]=2[CH2:23]1)=[O:31])([CH3:35])([CH3:34])[CH3:33].